Task: Predict the reactants needed to synthesize the given product.. Dataset: Full USPTO retrosynthesis dataset with 1.9M reactions from patents (1976-2016) Given the product [C:23]([N:24]1[CH2:25][CH:26]([NH:31][C:17]([C@@H:12]([NH:11][C:1](=[O:2])[O:3][CH2:4][C:5]2[CH:6]=[CH:7][CH:8]=[CH:9][CH:10]=2)[C@@H:13]([CH3:14])[CH2:15][CH3:16])=[O:19])[CH2:27]1)#[N:22], predict the reactants needed to synthesize it. The reactants are: [C:1]([NH:11][C@H:12]([C:17]([OH:19])=O)[C@H:13]([CH2:15][CH3:16])[CH3:14])([O:3][CH2:4][C:5]1[CH:10]=[CH:9][CH:8]=[CH:7][CH:6]=1)=[O:2].CC[N:22]=[C:23]=[N:24][CH2:25][CH2:26][CH2:27]N(C)C.[N:31]#CN.C(O)(C(F)(F)F)=O.BrC#N.